This data is from Catalyst prediction with 721,799 reactions and 888 catalyst types from USPTO. The task is: Predict which catalyst facilitates the given reaction. (1) Reactant: [OH-].[Na+].Cl.[Cl:4][C:5]1[CH:6]=[C:7]([CH:31]=[CH:32][C:33]=1[F:34])[O:8][C:9]1[CH:10]=[CH:11][C:12]2[N:16]=[C:15]([CH2:17][O:18][C:19]3[CH:20]=[C:21]([CH:26]=[CH:27][CH:28]=3)[C:22]([O:24]C)=[O:23])[N:14]([CH3:29])[C:13]=2[CH:30]=1.Cl. Product: [ClH:4].[Cl:4][C:5]1[CH:6]=[C:7]([CH:31]=[CH:32][C:33]=1[F:34])[O:8][C:9]1[CH:10]=[CH:11][C:12]2[N:16]=[C:15]([CH2:17][O:18][C:19]3[CH:20]=[C:21]([CH:26]=[CH:27][CH:28]=3)[C:22]([OH:24])=[O:23])[N:14]([CH3:29])[C:13]=2[CH:30]=1. The catalyst class is: 12. (2) Reactant: C(OC([N:8]1[CH2:13][CH2:12][CH:11]([NH:14][CH2:15][C:16]2[CH:21]=[CH:20][C:19]([O:22][CH3:23])=[C:18]([N+:24]([O-:26])=[O:25])[CH:17]=2)[CH2:10][CH2:9]1)=O)(C)(C)C.Cl. Product: [CH3:23][O:22][C:19]1[CH:20]=[CH:21][C:16]([CH2:15][NH:14][CH:11]2[CH2:10][CH2:9][NH:8][CH2:13][CH2:12]2)=[CH:17][C:18]=1[N+:24]([O-:26])=[O:25]. The catalyst class is: 135. (3) Reactant: [CH3:1][C:2]([CH3:6])([CH3:5])[C:3]#[N:4].[C:7]([Cl:10])(=[O:9])C. Product: [ClH:10].[CH3:1][C:2]([CH3:6])([CH3:5])[C:3](=[NH:4])[O:9][CH3:7]. The catalyst class is: 5. (4) Reactant: [NH2:1][CH2:2][C:3]1[N:4]=[CH:5][C:6]([C:9]([NH:11][CH2:12][C:13]2[S:17][C:16]([CH3:18])=[N:15][CH:14]=2)=[O:10])=[N:7][CH:8]=1.[F:19][C:20]1[CH:21]=[C:22]([S:27](Cl)(=[O:29])=[O:28])[CH:23]=[C:24]([F:26])[CH:25]=1.C(N(CC)CC)C. Product: [F:26][C:24]1[CH:23]=[C:22]([S:27]([NH:1][CH2:2][C:3]2[N:4]=[CH:5][C:6]([C:9]([NH:11][CH2:12][C:13]3[S:17][C:16]([CH3:18])=[N:15][CH:14]=3)=[O:10])=[N:7][CH:8]=2)(=[O:28])=[O:29])[CH:21]=[C:20]([F:19])[CH:25]=1. The catalyst class is: 46. (5) Reactant: [CH3:1][O:2][C:3]1[C:11]2[CH2:10][O:9][C:8](=[O:12])[C:7]=2[CH:6]=[CH:5][C:4]=1[CH:13]=[CH2:14].ClC1C=C(C=CC=1)C(OO)=[O:20]. Product: [CH3:1][O:2][C:3]1[C:11]2[CH2:10][O:9][C:8](=[O:12])[C:7]=2[CH:6]=[CH:5][C:4]=1[CH:13]1[CH2:14][O:20]1. The catalyst class is: 4.